Predict the reactants needed to synthesize the given product. From a dataset of Full USPTO retrosynthesis dataset with 1.9M reactions from patents (1976-2016). (1) The reactants are: [Cl-].[In+3].[Cl-].[Cl-].[CH2:5]([Mg]Br)[CH:6]=[CH2:7].[Cl:10][C:11]1[CH:16]=[CH:15][N:14]=[C:13](/[CH:17]=[N:18]/[S@:19]([C:21]([CH3:24])([CH3:23])[CH3:22])=[O:20])[CH:12]=1. Given the product [Cl:10][C:11]1[CH:16]=[CH:15][N:14]=[C:13]([C@@H:17]([NH:18][S@:19]([C:21]([CH3:24])([CH3:23])[CH3:22])=[O:20])[CH2:7][CH:6]=[CH2:5])[CH:12]=1, predict the reactants needed to synthesize it. (2) Given the product [C:1]([O:5][C:6]([N:8]1[CH2:13][CH2:12][CH2:11][CH:10]([NH:14][CH2:15][C:16]2[C:24]3[C:23]([C:25]([OH:27])=[O:26])=[CH:22][CH:21]=[N:20][C:19]=3[NH:18][CH:17]=2)[CH2:9]1)=[O:7])([CH3:4])([CH3:2])[CH3:3], predict the reactants needed to synthesize it. The reactants are: [C:1]([O:5][C:6]([N:8]1[CH2:13][CH2:12][CH2:11][CH:10]([NH:14][CH2:15][C:16]2[C:24]3[C:23]([C:25]([O:27]C)=[O:26])=[CH:22][CH:21]=[N:20][C:19]=3[NH:18][CH:17]=2)[CH2:9]1)=[O:7])([CH3:4])([CH3:3])[CH3:2].[Li+].[OH-]. (3) The reactants are: [NH2:1][C:2]1[N:7]=[C:6]([C:8]([NH:10][CH:11]([C:13]2[CH:18]=[CH:17][C:16]([O:19][CH2:20][C:21]([F:24])([F:23])[F:22])=[CH:15][CH:14]=2)[CH3:12])=[O:9])[CH:5]=[CH:4][N:3]=1.[C:25](Cl)(=[O:29])[CH:26]([CH3:28])[CH3:27]. Given the product [C:25]([NH:1][C:2]1[N:7]=[C:6]([C:8]([NH:10][CH:11]([C:13]2[CH:18]=[CH:17][C:16]([O:19][CH2:20][C:21]([F:24])([F:22])[F:23])=[CH:15][CH:14]=2)[CH3:12])=[O:9])[CH:5]=[CH:4][N:3]=1)(=[O:29])[CH:26]([CH3:28])[CH3:27], predict the reactants needed to synthesize it. (4) Given the product [ClH:1].[Cl:1][C:2]1[CH:32]=[CH:31][C:5]([CH2:6][C:7]2[N:11]3[N:12]=[C:13]([NH:23][C:24]4[CH:28]=[C:27]([CH3:29])[NH:26][N:25]=4)[CH:14]=[C:15]([CH2:16][N:17]4[CH2:18][CH2:19][O:20][CH2:21][CH2:22]4)[C:10]3=[N:9][C:8]=2[CH3:30])=[C:4]([F:33])[CH:3]=1, predict the reactants needed to synthesize it. The reactants are: [Cl:1][C:2]1[CH:32]=[CH:31][C:5]([CH2:6][C:7]2[N:11]3[N:12]=[C:13]([NH:23][C:24]4[CH:28]=[C:27]([CH3:29])[NH:26][N:25]=4)[CH:14]=[C:15]([CH2:16][N:17]4[CH2:22][CH2:21][O:20][CH2:19][CH2:18]4)[C:10]3=[N:9][C:8]=2[CH3:30])=[C:4]([F:33])[CH:3]=1.Cl. (5) Given the product [C:25]([SiH2:24][O:23][C:22]([CH3:30])([CH3:29])[C@H:15]1[CH2:16][CH2:17][C:18]2[C:13](=[C:12]3[C:21](=[CH:20][CH:19]=2)[N:8]=[CH:9][CH:10]=[CH:11]3)[O:14]1)([CH3:28])([CH3:26])[CH3:27], predict the reactants needed to synthesize it. The reactants are: C(OC([N:8]1[C:21]2[C:12](=[C:13]3[C:18](=[CH:19][CH:20]=2)[CH2:17][CH2:16][C@H:15]([C:22]([CH3:30])([CH3:29])[O:23][SiH2:24][C:25]([CH3:28])([CH3:27])[CH3:26])[O:14]3)[CH2:11][CH2:10][CH:9]1O)=O)(C)(C)C.